This data is from Forward reaction prediction with 1.9M reactions from USPTO patents (1976-2016). The task is: Predict the product of the given reaction. Given the reactants [O:1]=[C:2]1[NH:7][C:6](=[O:8])[C:5]([C:9]#[N:10])=[CH:4][N:3]1[CH2:11][CH2:12][CH2:13][CH:14]=O.[F:16][C:17]([F:31])([F:30])[C:18]1[CH:23]=[CH:22][C:21]([C@:24]23[CH2:29][C@H:28]2[CH2:27][NH:26][CH2:25]3)=[CH:20][CH:19]=1.CC(O)=O.[BH-](OC(C)=O)(OC(C)=O)OC(C)=O.[Na+].[Cl:50]C(Cl)C, predict the reaction product. The product is: [ClH:50].[O:1]=[C:2]1[NH:7][C:6](=[O:8])[C:5]([C:9]#[N:10])=[CH:4][N:3]1[CH2:11][CH2:12][CH2:13][CH2:14][N:26]1[CH2:27][C@H:28]2[C@:24]([C:21]3[CH:20]=[CH:19][C:18]([C:17]([F:16])([F:31])[F:30])=[CH:23][CH:22]=3)([CH2:29]2)[CH2:25]1.